Dataset: Forward reaction prediction with 1.9M reactions from USPTO patents (1976-2016). Task: Predict the product of the given reaction. (1) Given the reactants C(OC([NH:8][CH2:9][C:10]1[C:11]([C:28]2[CH:33]=[CH:32][C:31]([CH3:34])=[CH:30][CH:29]=2)=[C:12]([CH2:24][C:25]([OH:27])=[O:26])[C:13]([CH2:20][CH:21]([CH3:23])[CH3:22])=[N:14][C:15]=1[CH2:16][CH:17]([CH3:19])[CH3:18])=O)(C)(C)C.O1CCOCC1.[ClH:41], predict the reaction product. The product is: [ClH:41].[ClH:41].[NH2:8][CH2:9][C:10]1[C:11]([C:28]2[CH:33]=[CH:32][C:31]([CH3:34])=[CH:30][CH:29]=2)=[C:12]([CH2:24][C:25]([OH:27])=[O:26])[C:13]([CH2:20][CH:21]([CH3:23])[CH3:22])=[N:14][C:15]=1[CH2:16][CH:17]([CH3:19])[CH3:18]. (2) Given the reactants [CH3:1][O:2][C:3](=[O:19])[CH2:4][CH2:5][CH2:6][C:7]#[C:8][CH2:9][N:10]1[C:15](=[O:16])[CH2:14][CH2:13][CH2:12][CH:11]1[CH2:17][OH:18].[H][H], predict the reaction product. The product is: [CH3:1][O:2][C:3](=[O:19])[CH2:4][CH2:5][CH2:6][CH2:7][CH2:8][CH2:9][N:10]1[C:15](=[O:16])[CH2:14][CH2:13][CH2:12][CH:11]1[CH2:17][OH:18].